From a dataset of Catalyst prediction with 721,799 reactions and 888 catalyst types from USPTO. Predict which catalyst facilitates the given reaction. (1) Reactant: [Cl:1][C:2]1[CH:3]=[CH:4][C:5]([N:23]2[CH:27]=[N:26][N:25]=[N:24]2)=[C:6]([C:8]2[CH:13]=[CH:12][N:11]([CH2:14][C:15]([O:17]C(C)(C)C)=[O:16])[C:10](=[O:22])[CH:9]=2)[CH:7]=1.Cl. Product: [Cl:1][C:2]1[CH:3]=[CH:4][C:5]([N:23]2[CH:27]=[N:26][N:25]=[N:24]2)=[C:6]([C:8]2[CH:13]=[CH:12][N:11]([CH2:14][C:15]([OH:17])=[O:16])[C:10](=[O:22])[CH:9]=2)[CH:7]=1. The catalyst class is: 12. (2) Reactant: N.[CH3:2][O:3][CH2:4][CH2:5][CH:6]([NH:16][C:17]1[C:26]2[C:21](=[C:22]([C:27]([NH2:29])=[O:28])[CH:23]=[CH:24][CH:25]=2)[N:20]=[CH:19][N:18]=1)[C:7]1[CH:12]=[CH:11][CH:10]=[C:9]([N+:13]([O-])=O)[CH:8]=1. Product: [NH2:13][C:9]1[CH:8]=[C:7]([CH:6]([NH:16][C:17]2[C:26]3[C:21](=[C:22]([C:27]([NH2:29])=[O:28])[CH:23]=[CH:24][CH:25]=3)[N:20]=[CH:19][N:18]=2)[CH2:5][CH2:4][O:3][CH3:2])[CH:12]=[CH:11][CH:10]=1. The catalyst class is: 19. (3) Reactant: [Cl-].[Cl-].C([Al+2])C.[C:6]([O:10][CH3:11])(=[O:9])[CH:7]=[CH2:8].[C:12]([O:15][C@@H:16]1[CH2:34][CH2:33][C@@:32]2([CH3:35])[C@H:18]([CH2:19][CH2:20][C@@H:21]3[C:31]2=[CH:30][CH2:29][C@@:28]2([CH3:36])[C@H:22]3[CH2:23][CH2:24]/[C:25]/2=[CH:26]/[CH3:27])[CH2:17]1)(=[O:14])[CH3:13].O. Product: [C:12]([O:15][C@@H:16]1[CH2:34][CH2:33][C@@:32]2([CH3:35])[C@H:18]([CH2:19][CH2:20][C@@H:21]3[C:31]2=[CH:30][CH2:29][C@@:28]2([CH3:36])[C@H:22]3[CH2:23][CH:24]=[C:25]2[C@H:26]([CH3:27])[CH2:8][CH2:7][C:6]([O:10][CH3:11])=[O:9])[CH2:17]1)(=[O:14])[CH3:13]. The catalyst class is: 2. (4) Reactant: FC(F)(F)C([O-])=O.[CH3:8][O:9][C:10](=[O:21])[CH:11]=[CH:12][C:13]1[CH:18]=[CH:17][C:16]([CH2:19][NH2:20])=[CH:15][CH:14]=1.C([O-])([O-])=O.[K+].[K+].Cl.S(N=[N+]=[N-])([N:32]=[N+:33]=[N-])(=O)=O. Product: [CH3:8][O:9][C:10](=[O:21])[CH:11]=[CH:12][C:13]1[CH:18]=[CH:17][C:16]([CH2:19][N:20]=[N+:32]=[N-:33])=[CH:15][CH:14]=1. The catalyst class is: 125.